The task is: Binary Classification. Given a drug SMILES string, predict its activity (active/inactive) in a high-throughput screening assay against a specified biological target.. This data is from Kir2.1 potassium channel HTS with 301,493 compounds. (1) The drug is O=c1n(c2c(c(c1)C(=O)NCCCOCC)cccc2)Cc1cc(ccc1)C. The result is 0 (inactive). (2) The molecule is Clc1ccc(cc1)C(ON\C(N)=C1/N=NC=C1)=O. The result is 0 (inactive). (3) The molecule is O=C(NC(C(C)C)C(=O)NCc1ccc(OC)cc1)C1CCN(CC1)C(=O)C(N)CC(C)C. The result is 0 (inactive). (4) The compound is Fc1cc(CN2CCN(CC2)Cc2onc(n2)CCc2ccccc2)ccc1. The result is 0 (inactive). (5) The drug is S(=O)(=O)(NCCc1c(OC)cccc1)c1cn(nc1)CC. The result is 0 (inactive). (6) The molecule is o1c2nc(cc(c2c(N)c1C(=O)NN)C)c1ccccc1. The result is 0 (inactive). (7) The drug is ClC1(Cl)C(C1)(C(=O)N1CCN(CC1)c1ccc(OC)cc1)C. The result is 0 (inactive). (8) The compound is o1c(CNC(=O)c2cc(oc2)C)cc(c1)C(O)=O. The result is 0 (inactive). (9) The molecule is n1\2CCCCCc1n[nH]c2=C(\C1=NCCCCC1)C#N. The result is 0 (inactive). (10) The compound is o1nc(nc1CN(Cc1ncc(cc1)CC)C)Cc1cc(OC)c(OC)cc1. The result is 0 (inactive).